From a dataset of Forward reaction prediction with 1.9M reactions from USPTO patents (1976-2016). Predict the product of the given reaction. (1) The product is: [OH:1][C:2]1[CH:9]=[CH:8][CH:7]=[CH:6][C:3]=1[CH2:4][P:10](=[O:17])([O:14][CH2:15][CH3:16])[O:11][CH2:12][CH3:13]. Given the reactants [OH:1][C:2]1[CH:9]=[CH:8][CH:7]=[CH:6][C:3]=1[CH2:4]O.[P:10]([O:17]CC)([O:14][CH2:15][CH3:16])[O:11][CH2:12][CH3:13], predict the reaction product. (2) Given the reactants [CH3:1][P:2](=[O:9])([O:6][CH2:7][CH3:8])[O:3][CH2:4][CH3:5].[Li]CCCC.[CH:15]1([S:18]([NH:21][C:22]23[CH2:29][CH2:28][C:25](C(OC)=O)([CH2:26][CH2:27]2)[CH2:24][CH2:23]3)(=[O:20])=[O:19])[CH2:17][CH2:16]1.[NH4+].[Cl-], predict the reaction product. The product is: [CH:15]1([S:18]([NH:21][C:22]23[CH2:29][CH2:28][C:25]([CH2:1][P:2](=[O:9])([O:6][CH2:7][CH3:8])[O:3][CH2:4][CH3:5])([CH2:24][CH2:23]2)[CH2:26][CH2:27]3)(=[O:20])=[O:19])[CH2:17][CH2:16]1. (3) Given the reactants [Cl:1][C:2]1[N:7]=[C:6]([NH:8][CH:9]([CH2:12][CH3:13])[CH2:10][CH3:11])[C:5]([C:14]#[C:15][CH:16]([O:20][CH2:21][CH3:22])[O:17][CH2:18][CH3:19])=[CH:4][N:3]=1, predict the reaction product. The product is: [Cl:1][C:2]1[N:3]=[CH:4][C:5]2[CH:14]=[C:15]([CH:16]([O:20][CH2:21][CH3:22])[O:17][CH2:18][CH3:19])[N:8]([CH:9]([CH2:12][CH3:13])[CH2:10][CH3:11])[C:6]=2[N:7]=1.